From a dataset of Forward reaction prediction with 1.9M reactions from USPTO patents (1976-2016). Predict the product of the given reaction. (1) Given the reactants [NH2:1][C:2]1[CH:3]=[C:4]([CH:7]=[CH:8][C:9]=1[OH:10])[C:5]#[N:6].C(=O)(O)[O-].[Na+].Br[CH2:17][C:18](Br)=[O:19], predict the reaction product. The product is: [O:19]=[C:18]1[NH:1][C:2]2[CH:3]=[C:4]([C:5]#[N:6])[CH:7]=[CH:8][C:9]=2[O:10][CH2:17]1. (2) Given the reactants C([O:3][C:4]([CH:6]1[CH2:12][CH2:11][CH2:10][CH2:9][N:8]([C:13]([O:15][C:16]([CH3:19])([CH3:18])[CH3:17])=[O:14])[CH2:7]1)=[O:5])C.[OH-].[Li+], predict the reaction product. The product is: [C:16]([O:15][C:13]([N:8]1[CH2:9][CH2:10][CH2:11][CH2:12][CH:6]([C:4]([OH:5])=[O:3])[CH2:7]1)=[O:14])([CH3:19])([CH3:17])[CH3:18]. (3) Given the reactants [Br:1][CH2:2][CH2:3][CH2:4][CH2:5][O:6][CH2:7][CH2:8][CH2:9]O.C(Br)(Br)(Br)[Br:12].C1(P(C2C=CC=CC=2)C2C=CC=CC=2)C=CC=CC=1.CCCCCCC, predict the reaction product. The product is: [Br:1][CH2:2][CH2:3][CH2:4][CH2:5][O:6][CH2:7][CH2:8][CH2:9][Br:12]. (4) Given the reactants Br[C:2]1[CH:10]=[CH:9][CH:8]=[C:7]2[C:3]=1[C:4]([O:11][C@@H:12]1[O:38][C@H:37]([CH2:39][O:40][C:41](=[O:46])[C:42]([CH3:45])([CH3:44])[CH3:43])[C@@H:29]([O:30][C:31](=[O:36])[C:32]([CH3:35])([CH3:34])[CH3:33])[C@H:21]([O:22][C:23](=[O:28])[C:24]([CH3:27])([CH3:26])[CH3:25])[C@H:13]1[O:14][C:15](=[O:20])[C:16]([CH3:19])([CH3:18])[CH3:17])=[N:5][NH:6]2.[CH2:47]=[CH:48][C:49]1[CH:54]=[CH:53][CH:52]=[CH:51][CH:50]=1.C(N(CC)CC)C.CC1C=CC=CC=1P(C1C=CC=CC=1C)C1C=CC=CC=1C, predict the reaction product. The product is: [C:49]1(/[CH:48]=[CH:47]/[C:2]2[CH:10]=[CH:9][CH:8]=[C:7]3[C:3]=2[C:4]([O:11][C@@H:12]2[O:38][C@H:37]([CH2:39][O:40][C:41](=[O:46])[C:42]([CH3:45])([CH3:44])[CH3:43])[C@@H:29]([O:30][C:31](=[O:36])[C:32]([CH3:33])([CH3:34])[CH3:35])[C@H:21]([O:22][C:23](=[O:28])[C:24]([CH3:25])([CH3:26])[CH3:27])[C@H:13]2[O:14][C:15](=[O:20])[C:16]([CH3:19])([CH3:18])[CH3:17])=[N:5][NH:6]3)[CH:54]=[CH:53][CH:52]=[CH:51][CH:50]=1.